From a dataset of Forward reaction prediction with 1.9M reactions from USPTO patents (1976-2016). Predict the product of the given reaction. (1) Given the reactants [CH3:1][C@H:2]1[NH:7][C@@H:6]([CH3:8])[CH2:5][N:4]([C:9]2[CH:10]=[CH:11][C:12]([Cl:16])=[C:13]([CH:15]=2)[NH2:14])[CH2:3]1.[Br:17][C:18]1[CH:23]=[CH:22][C:21]([S:24](Cl)(=[O:26])=[O:25])=[CH:20][CH:19]=1, predict the reaction product. The product is: [Br:17][C:18]1[CH:23]=[CH:22][C:21]([S:24]([NH:14][C:13]2[CH:15]=[C:9]([N:4]3[CH2:5][C@H:6]([CH3:8])[NH:7][C@H:2]([CH3:1])[CH2:3]3)[CH:10]=[CH:11][C:12]=2[Cl:16])(=[O:26])=[O:25])=[CH:20][CH:19]=1. (2) Given the reactants [CH3:1][O:2][C:3](=[O:15])[C:4]1[CH:9]=[C:8]([Cl:10])[CH:7]=[C:6]([N+:11]([O-])=O)[C:5]=1[OH:14].C(O)(=O)C, predict the reaction product. The product is: [CH3:1][O:2][C:3](=[O:15])[C:4]1[CH:9]=[C:8]([Cl:10])[CH:7]=[C:6]([NH2:11])[C:5]=1[OH:14]. (3) Given the reactants CS([O:5][CH2:6][C@@H:7]([CH3:23])[C@H:8]([N:14]([C:16]([O:18][C:19]([CH3:22])([CH3:21])[CH3:20])=[O:17])[CH3:15])[C:9]1[O:10][CH:11]=[CH:12][CH:13]=1)(=O)=O.[H-].[Na+], predict the reaction product. The product is: [C:19]([O:18][C:16](=[O:17])[N:14]([C@H:8]([C:9]1[O:10][CH:11]=[CH:12][CH:13]=1)[C@H:7]([CH3:23])[CH2:6][O:5][C@H:13]1[CH2:12][CH2:11][O:10][CH2:9]1)[CH3:15])([CH3:22])([CH3:21])[CH3:20].